This data is from Rat liver microsome stability data. The task is: Regression/Classification. Given a drug SMILES string, predict its absorption, distribution, metabolism, or excretion properties. Task type varies by dataset: regression for continuous measurements (e.g., permeability, clearance, half-life) or binary classification for categorical outcomes (e.g., BBB penetration, CYP inhibition). Dataset: rlm. The compound is O=C(N[C@H](CO)c1ccccc1)c1nn(-c2ccc(F)cc2F)c2c1C[C@H]1C[C@@H]21. The result is 0 (unstable in rat liver microsomes).